From a dataset of Full USPTO retrosynthesis dataset with 1.9M reactions from patents (1976-2016). Predict the reactants needed to synthesize the given product. (1) Given the product [CH3:1][C:2]1[O:6][N:5]=[C:4]([C:7]2[CH:12]=[CH:11][CH:10]=[CH:9][CH:8]=2)[C:3]=1[C:13]#[C:14][C:15]1[CH:23]=[CH:22][C:18]([C:19]([NH:24][CH:25]2[CH2:30][CH2:29][O:28][CH2:27][CH2:26]2)=[O:20])=[CH:17][CH:16]=1, predict the reactants needed to synthesize it. The reactants are: [CH3:1][C:2]1[O:6][N:5]=[C:4]([C:7]2[CH:12]=[CH:11][CH:10]=[CH:9][CH:8]=2)[C:3]=1[C:13]#[C:14][C:15]1[CH:23]=[CH:22][C:18]([C:19](O)=[O:20])=[CH:17][CH:16]=1.[NH2:24][CH:25]1[CH2:30][CH2:29][O:28][CH2:27][CH2:26]1. (2) Given the product [C:12]([C:9]1[CH:10]=[CH:11][C:6]([O:5][CH2:4][C:3]([NH:16][NH2:17])=[O:2])=[CH:7][CH:8]=1)#[N:13], predict the reactants needed to synthesize it. The reactants are: C[O:2][C:3](=O)[CH2:4][O:5][C:6]1[CH:11]=[CH:10][C:9]([C:12]#[N:13])=[CH:8][CH:7]=1.O.[NH2:16][NH2:17]. (3) Given the product [CH3:24][O:21][CH:2]([CH3:1])[CH2:3][C:4]1[N:5]([CH2:17][CH:18]([CH3:20])[CH3:19])[C:6]2[C:15]3[CH:14]=[CH:13][CH:12]=[CH:11][C:10]=3[N:9]=[CH:8][C:7]=2[N:16]=1, predict the reactants needed to synthesize it. The reactants are: [CH3:1][CH:2]([OH:21])[CH2:3][C:4]1[N:5]([CH2:17][CH:18]([CH3:20])[CH3:19])[C:6]2[C:15]3[CH:14]=[CH:13][CH:12]=[CH:11][C:10]=3[N:9]=[CH:8][C:7]=2[N:16]=1.[H-].[Na+].[CH3:24]I. (4) The reactants are: [CH2:1]([C:4]1[C:13]([OH:14])=[CH:12][C:11]([CH3:15])=[C:10]2[C:5]=1[CH2:6][CH2:7][C@@:8]([CH3:32])([CH2:16][CH2:17][CH2:18][C@H:19]([CH3:31])[CH2:20][CH2:21][CH2:22][C@H:23]([CH3:30])[CH2:24][CH2:25][CH2:26][CH:27]([CH3:29])[CH3:28])[O:9]2)[CH:2]=[CH2:3].C(#N)C.[O:36]=[N+]([O-])[O-].[O-][N+](=O)[O-].[O-][N+](=O)[O-].[O-][N+](=O)[O-].[O-][N+](=O)[O-].[O-][N+](=O)[O-].[Ce+4].[NH4+].[NH4+].CCOC(C)=O. Given the product [CH2:1]([C:4]1[C:13](=[O:14])[CH:12]=[C:11]([CH3:15])[C:10](=[O:9])[C:5]=1[CH2:6][CH2:7][C@@:8]([OH:36])([CH3:32])[CH2:16][CH2:17][CH2:18][C@H:19]([CH3:31])[CH2:20][CH2:21][CH2:22][C@H:23]([CH3:30])[CH2:24][CH2:25][CH2:26][CH:27]([CH3:29])[CH3:28])[CH:2]=[CH2:3], predict the reactants needed to synthesize it. (5) Given the product [Br:6][C:7]1[N:8]=[C:9]([O:21][CH2:22][CH3:23])[N:10]([CH2:13][O:14][CH2:15][CH2:16][Si:17]([CH3:20])([CH3:19])[CH3:18])[C:11]=1[Cl:32], predict the reactants needed to synthesize it. The reactants are: C([Li])CCC.[Br:6][C:7]1[N:8]=[C:9]([O:21][CH2:22][CH3:23])[N:10]([CH2:13][O:14][CH2:15][CH2:16][Si:17]([CH3:20])([CH3:19])[CH3:18])[C:11]=1Br.CN(C)CCN(C)C.[Cl:32]C(Cl)(Cl)C(Cl)(Cl)Cl. (6) Given the product [CH3:1][C:2]1[CH:3]=[CH:4][C:5]([N:10]2[CH2:15][CH2:14][O:13][CH2:12][CH2:11]2)=[C:6]([CH:9]=1)[CH:7]=[O:17], predict the reactants needed to synthesize it. The reactants are: [CH3:1][C:2]1[CH:3]=[CH:4][C:5]([N:10]2[CH2:15][CH2:14][O:13][CH2:12][CH2:11]2)=[C:6]([CH:9]=1)[C:7]#N.C(O)=[O:17].